Dataset: Full USPTO retrosynthesis dataset with 1.9M reactions from patents (1976-2016). Task: Predict the reactants needed to synthesize the given product. (1) Given the product [CH2:5]([NH:6][CH2:7][CH3:8])[CH3:4].[F:44][C:2]([F:1])([F:43])[C:3]1[CH:8]=[CH:7][N:6]=[C:5]([N:9]2[CH2:14][C@@H:13]3[CH2:15][C@H:10]2[CH2:11][N:12]3[C:16]([C@@:18]23[CH2:25][CH2:24][CH2:23][C@@H:22]2[CH2:21][C@H:20]([N:26]2[CH2:27][CH2:28][CH:29]([C:32]4[CH:33]=[C:34]([CH:40]=[CH:41][CH:42]=4)[C:35]([OH:37])=[O:36])[CH2:30][CH2:31]2)[CH2:19]3)=[O:17])[CH:4]=1, predict the reactants needed to synthesize it. The reactants are: [F:1][C:2]([F:44])([F:43])[C:3]1[CH:8]=[CH:7][N:6]=[C:5]([N:9]2[CH2:14][C@@H:13]3[CH2:15][C@H:10]2[CH2:11][N:12]3[C:16]([C@@:18]23[CH2:25][CH2:24][CH2:23][C@@H:22]2[CH2:21][C@H:20]([N:26]2[CH2:31][CH2:30][CH:29]([C:32]4[CH:33]=[C:34]([CH:40]=[CH:41][CH:42]=4)[C:35]([O:37]CC)=[O:36])[CH2:28][CH2:27]2)[CH2:19]3)=[O:17])[CH:4]=1.C[O-].[Na+].Cl. (2) Given the product [CH2:10]([N:7]1[CH2:8][CH2:9][C@@H:5]2[CH2:4][NH:1][C:17](=[O:19])[C@H:6]12)[C:11]1[CH:16]=[CH:15][CH:14]=[CH:13][CH:12]=1, predict the reactants needed to synthesize it. The reactants are: [N:1]([CH2:4][C@H:5]1[CH2:9][CH2:8][N:7]([CH2:10][C:11]2[CH:16]=[CH:15][CH:14]=[CH:13][CH:12]=2)[C@H:6]1[C:17]([O:19]C)=O)=[N+]=[N-].C1(P(C2C=CC=CC=2)C2C=CC=CC=2)C=CC=CC=1. (3) The reactants are: [Cl:1][C:2]1[CH:28]=[CH:27][C:5]([O:6][C:7]([N:9]([CH3:26])[CH2:10][CH2:11][C@H:12]2[CH2:17][CH2:16][C@H:15]([CH2:18][CH2:19][CH2:20]OS(C)(=O)=O)[CH2:14][CH2:13]2)=[O:8])=[CH:4][CH:3]=1.[NH:29]1[CH:33]=[CH:32][N:31]=[CH:30]1.[H-].[Na+]. Given the product [Cl:1][C:2]1[CH:28]=[CH:27][C:5]([O:6][C:7](=[O:8])[N:9]([CH2:10][CH2:11][C@H:12]2[CH2:17][CH2:16][C@H:15]([CH2:18][CH2:19][CH2:20][N:29]3[CH:33]=[CH:32][N:31]=[CH:30]3)[CH2:14][CH2:13]2)[CH3:26])=[CH:4][CH:3]=1, predict the reactants needed to synthesize it. (4) Given the product [Cl:8][C:7]1[CH:6]=[CH:5][CH:4]=[C:3]2[C:2]=1[NH:1][CH:10]=[CH:9]2, predict the reactants needed to synthesize it. The reactants are: [NH2:1][C:2]1[C:7]([Cl:8])=[CH:6][CH:5]=[CH:4][C:3]=1[C:9](=O)[CH2:10]Cl. (5) Given the product [CH3:1][O:2][C:3](=[O:6])[CH2:4][O:5][C:13]1[N:18]=[C:17]([O:19][CH3:20])[CH:16]=[C:15]([O:21][CH3:22])[N:14]=1, predict the reactants needed to synthesize it. The reactants are: [CH3:1][O:2][C:3](=[O:6])[CH2:4][OH:5].[H-].[Na+].CS([C:13]1[N:18]=[C:17]([O:19][CH3:20])[CH:16]=[C:15]([O:21][CH3:22])[N:14]=1)(=O)=O. (6) Given the product [F:1][C:2]1[CH:7]=[C:6]([F:8])[C:5]([C:9]2[CH:10]=[N:11][CH:12]=[N:13][CH:14]=2)=[CH:4][C:3]=1[C@:15]1([CH3:16])[CH2:17][C@@H:18]([C:20]2[O:24][C:23]([CH3:25])=[N:22][C:21]=2[CH3:26])[S:29][C:28]([NH2:30])=[N:27]1, predict the reactants needed to synthesize it. The reactants are: [F:1][C:2]1[CH:7]=[C:6]([F:8])[C:5]([C:9]2[CH:10]=[N:11][CH:12]=[N:13][CH:14]=2)=[CH:4][C:3]=1[C@@:15]([NH:27][C:28]([NH:30]C(=O)C1C=CC=CC=1)=[S:29])([CH2:17][C@H:18]([C:20]1[O:24][C:23]([CH3:25])=[N:22][C:21]=1[CH3:26])O)[CH3:16].Cl. (7) The reactants are: [CH3:1][N:2]1[C:7]2=[CH:8][C:9]3[CH2:15][CH2:14][NH:13][CH2:12][CH2:11][C:10]=3[CH:16]=[C:6]2[O:5][CH2:4][C:3]1=[O:17].[Cl:18][CH2:19][CH2:20][CH2:21][S:22][C:23]1[N:27]([CH3:28])[C:26]([C:29]2[O:33][CH:32]=[N:31][C:30]=2[CH3:34])=[N:25][N:24]=1. Given the product [ClH:18].[CH3:1][N:2]1[C:7]2=[CH:8][C:9]3[CH2:15][CH2:14][N:13]([CH2:19][CH2:20][CH2:21][S:22][C:23]4[N:27]([CH3:28])[C:26]([C:29]5[O:33][CH:32]=[N:31][C:30]=5[CH3:34])=[N:25][N:24]=4)[CH2:12][CH2:11][C:10]=3[CH:16]=[C:6]2[O:5][CH2:4][C:3]1=[O:17], predict the reactants needed to synthesize it.